Task: Regression/Classification. Given a drug SMILES string, predict its absorption, distribution, metabolism, or excretion properties. Task type varies by dataset: regression for continuous measurements (e.g., permeability, clearance, half-life) or binary classification for categorical outcomes (e.g., BBB penetration, CYP inhibition). For this dataset (solubility_aqsoldb), we predict Y.. Dataset: Aqueous solubility values for 9,982 compounds from the AqSolDB database (1) The molecule is O=S(=O)([O-])OOS(=O)(=O)[O-].[NH4+].[NH4+]. The Y is 0.571 log mol/L. (2) The molecule is ClCCl. The Y is -0.630 log mol/L. (3) The molecule is CCOCOC1CCCCCCCCCCC1. The Y is -5.34 log mol/L. (4) The drug is O.O.O.O.O=C([O-])CC(O)(CC(=O)[O-])C(=O)[O-].[Li+].[Li+].[Li+]. The Y is 0.222 log mol/L. (5) The Y is 0.593 log mol/L. The compound is O=P([O-])([O-])[O-].O=P([O-])([O-])[O-].[Zn+2]. (6) The drug is O=S(=O)(Nc1cccc(Cl)c1Cl)c1ccccc1. The Y is -4.73 log mol/L. (7) The drug is CCCCCC1CCCC1. The Y is -6.09 log mol/L. (8) The Y is 0.425 log mol/L. The compound is O=C(O)CC(O)(CC(=O)O)C(=O)[O-].[Na+]. (9) The molecule is Oc1cccc2ccccc12. The Y is -2.06 log mol/L. (10) The molecule is CC12CCC(=O)CC1CCC1C2CCC2(C)C(OC=O)CCC12. The Y is -5.32 log mol/L.